Dataset: Full USPTO retrosynthesis dataset with 1.9M reactions from patents (1976-2016). Task: Predict the reactants needed to synthesize the given product. (1) Given the product [O:15]1[C@H:3]([C:4]([O:6][CH2:7][CH3:8])=[O:5])[C@H:9]1[C:10]([O:12][CH2:13][CH3:14])=[O:11], predict the reactants needed to synthesize it. The reactants are: [Na].Br[CH:3]([CH:9]([OH:15])[C:10]([O:12][CH2:13][CH3:14])=[O:11])[C:4]([O:6][CH2:7][CH3:8])=[O:5].CC(O)=O. (2) Given the product [OH:1][C:2]1[CH:7]=[CH:6][C:5]([CH2:8][CH2:9][C:10]([O:12][CH3:13])=[O:11])=[CH:4][C:3]=1[O:14][CH3:15], predict the reactants needed to synthesize it. The reactants are: [OH:1][C:2]1[CH:7]=[CH:6][C:5](/[CH:8]=[CH:9]/[C:10]([O:12][CH3:13])=[O:11])=[CH:4][C:3]=1[O:14][CH3:15]. (3) Given the product [CH2:1]([C:3]1[CH:4]=[N:5][C:6]([N:9]2[CH2:14][CH2:13][N:12]3[CH:15]=[C:16]([CH2:18][OH:19])[N:17]=[C:11]3[CH2:10]2)=[N:7][CH:8]=1)[CH3:2], predict the reactants needed to synthesize it. The reactants are: [CH2:1]([C:3]1[CH:4]=[N:5][C:6]([N:9]2[CH2:14][CH2:13][N:12]3[CH:15]=[C:16]([C:18](OCC)=[O:19])[N:17]=[C:11]3[CH2:10]2)=[N:7][CH:8]=1)[CH3:2].[H-].[H-].[H-].[H-].[Li+].[Al+3]. (4) Given the product [ClH:25].[CH2:15]([C:17]1[CH:18]=[CH:19][C:20](/[CH:21]=[CH:22]/[C:23]2[N:7]([C:2]3[CH:3]=[CH:4][CH:5]=[CH:6][N:1]=3)[C:8]3[CH:13]=[CH:12][CH:11]=[CH:10][C:9]=3[N:14]=2)=[CH:26][CH:27]=1)[CH3:16], predict the reactants needed to synthesize it. The reactants are: [N:1]1[CH:6]=[CH:5][CH:4]=[CH:3][C:2]=1[NH:7][C:8]1[CH:13]=[CH:12][CH:11]=[CH:10][C:9]=1[NH2:14].[CH2:15]([C:17]1[CH:27]=[CH:26][C:20](/[CH:21]=[CH:22]/[C:23]([Cl:25])=O)=[CH:19][CH:18]=1)[CH3:16].N1C=CC=CC=1N1C2C=CC=CC=2N=C1/C=C/C1C=CC=CC=1.Cl. (5) Given the product [NH2:21][CH2:20][C:15]1([C:13]2[CH:14]=[C:6]([CH:7]=[C:8]([CH2:9][OH:10])[CH:12]=2)[C:4]([O:3][CH2:1][CH3:2])=[O:5])[CH2:19][CH2:18][CH2:17][CH2:16]1.[C:20]([C:15]1([C:13]2[CH:14]=[C:6]([CH:7]=[C:8]([CH2:9][OH:10])[CH:12]=2)[C:4]([O:3][CH2:1][CH3:2])=[O:5])[CH2:19][CH2:18][CH2:17][CH2:16]1)#[N:21], predict the reactants needed to synthesize it. The reactants are: [CH2:1]([O:3][C:4]([C:6]1[CH:7]=[C:8]([CH:12]=[C:13]([C:15]2([C:20]#[N:21])[CH2:19][CH2:18][CH2:17][CH2:16]2)[CH:14]=1)[C:9](O)=[O:10])=[O:5])[CH3:2].B.O1CCCC1. (6) Given the product [O:55]1[C:52]2[CH:59]=[CH:60][C:61]([CH2:16][N:17]([CH:25]3[CH2:26][CH2:27][N:28]([CH2:31][CH2:32][N:33]4[C:42]5[C:37](=[CH:38][CH:39]=[CH:40][CH:41]=5)[C:36]([C:25]5[CH:30]=[CH:1][N:2]=[CH:5][CH:26]=5)=[CH:35][C:34]4=[O:51])[CH2:29][CH2:30]3)[C:18](=[O:24])[O:19][C:20]([CH3:22])([CH3:21])[CH3:23])=[CH:62][C:63]=2[O:19][CH2:20][CH2:21]1, predict the reactants needed to synthesize it. The reactants are: [CH3:1][N:2]([CH3:5])C=O.O1C2C=CC([CH2:16][N:17]([CH:25]3[CH2:30][CH2:29][N:28]([CH2:31][CH2:32][N:33]4[C:42]5[C:37](=[CH:38][CH:39]=[CH:40][CH:41]=5)[C:36](OS(C(F)(F)F)(=O)=O)=[CH:35][C:34]4=[O:51])[CH2:27][CH2:26]3)[C:18](=[O:24])[O:19][C:20]([CH3:23])([CH3:22])[CH3:21])=CC=2OCC1.[C:52](=[O:55])([O-])[O-].[Na+].[Na+].N1[CH:63]=[CH:62][C:61](B(O)O)=[CH:60][CH:59]=1.